This data is from NCI-60 drug combinations with 297,098 pairs across 59 cell lines. The task is: Regression. Given two drug SMILES strings and cell line genomic features, predict the synergy score measuring deviation from expected non-interaction effect. Drug 1: CC12CCC(CC1=CCC3C2CCC4(C3CC=C4C5=CN=CC=C5)C)O. Drug 2: C1=CC=C(C=C1)NC(=O)CCCCCCC(=O)NO. Cell line: MDA-MB-231. Synergy scores: CSS=33.4, Synergy_ZIP=16.2, Synergy_Bliss=21.2, Synergy_Loewe=16.3, Synergy_HSA=21.5.